Dataset: Catalyst prediction with 721,799 reactions and 888 catalyst types from USPTO. Task: Predict which catalyst facilitates the given reaction. (1) Reactant: [CH:1]1([C:4]2[CH:5]=[C:6]([O:19][CH2:20][C:21]3[C:26]([F:27])=[CH:25][CH:24]=[CH:23][C:22]=3[F:28])[C:7]3[N:8]([C:10]([C:14]([O:16]CC)=[O:15])=[C:11]([CH3:13])[N:12]=3)[CH:9]=2)[CH2:3][CH2:2]1.[OH-].[Li+].Cl. Product: [CH:1]1([C:4]2[CH:5]=[C:6]([O:19][CH2:20][C:21]3[C:26]([F:27])=[CH:25][CH:24]=[CH:23][C:22]=3[F:28])[C:7]3[N:8]([C:10]([C:14]([OH:16])=[O:15])=[C:11]([CH3:13])[N:12]=3)[CH:9]=2)[CH2:2][CH2:3]1. The catalyst class is: 83. (2) Reactant: [CH2:1]([OH:17])[CH2:2][CH2:3][CH2:4][CH2:5][CH2:6][CH2:7][CH2:8][CH2:9][CH2:10][CH2:11][CH2:12][CH2:13][CH2:14][CH2:15][CH3:16].[CH2:18]1[CH:22]([CH2:23][CH2:24][CH2:25][CH2:26][C:27](N)=[O:28])SS[CH2:19]1. Product: [C:27]([O:17][CH2:1][CH2:2][CH2:3][CH2:4][CH2:5][CH2:6][CH2:7][CH2:8][CH2:9][CH2:10][CH2:11][CH2:12][CH2:13][CH2:14][CH2:15][CH3:16])(=[O:28])[CH2:26][CH2:25][CH2:24][CH2:23][CH2:22][CH2:18][CH2:19]/[CH:1]=[CH:2]\[CH2:3][CH2:4][CH2:5][CH3:6]. The catalyst class is: 81. (3) Reactant: [Cl:1][C:2]1[CH:21]=[CH:20][C:5]([O:6][CH:7]([CH:9]2[CH2:12][N:11](C(OC(C)(C)C)=O)[CH2:10]2)[CH3:8])=[CH:4][CH:3]=1.C(O)(C(F)(F)F)=O. Product: [Cl:1][C:2]1[CH:3]=[CH:4][C:5]([O:6][CH:7]([CH:9]2[CH2:10][NH:11][CH2:12]2)[CH3:8])=[CH:20][CH:21]=1. The catalyst class is: 2. (4) Reactant: Br[C:2]1[CH:7]=[C:6]([C:8]([F:11])([F:10])[F:9])[CH:5]=[CH:4][C:3]=1[N:12]1[CH2:17][CH2:16][O:15][C:14]2[CH:18]=[C:19]([S:22]([N:25]([CH2:31][C:32]3[CH:37]=[CH:36][C:35]([O:38][CH3:39])=[CH:34][CH:33]=3)[C:26]3[S:27][CH:28]=[CH:29][N:30]=3)(=[O:24])=[O:23])[CH:20]=[CH:21][C:13]1=2.[CH2:40]([Sn](CCCC)(CCCC)CCCC)[CH:41]=[CH2:42]. Product: [CH2:42]([C:2]1[CH:7]=[C:6]([C:8]([F:11])([F:10])[F:9])[CH:5]=[CH:4][C:3]=1[N:12]1[CH2:17][CH2:16][O:15][C:14]2[CH:18]=[C:19]([S:22]([N:25]([CH2:31][C:32]3[CH:37]=[CH:36][C:35]([O:38][CH3:39])=[CH:34][CH:33]=3)[C:26]3[S:27][CH:28]=[CH:29][N:30]=3)(=[O:24])=[O:23])[CH:20]=[CH:21][C:13]1=2)[CH:41]=[CH2:40]. The catalyst class is: 128. (5) Reactant: [CH:1]1([C:4]2[S:30][C:7]3[N:8]([CH2:14][C:15]4[CH:20]=[CH:19][C:18]([C:21]5[C:22]([C:27]#[N:28])=[CH:23][CH:24]=[CH:25][CH:26]=5)=[CH:17][C:16]=4[F:29])[C:9](=[O:13])[NH:10][C:11](=[O:12])[C:6]=3[CH:5]=2)[CH2:3][CH2:2]1.Br[CH2:32][C:33]([C:35]1[CH:40]=[CH:39][C:38]([F:41])=[CH:37][C:36]=1[O:42][CH3:43])=[O:34].CN(C)C=O.[H-].[Na+]. Product: [CH:1]1([C:4]2[S:30][C:7]3[N:8]([CH2:14][C:15]4[CH:20]=[CH:19][C:18]([C:21]5[C:22]([C:27]#[N:28])=[CH:23][CH:24]=[CH:25][CH:26]=5)=[CH:17][C:16]=4[F:29])[C:9](=[O:13])[N:10]([CH2:32][C:33]([C:35]4[CH:40]=[CH:39][C:38]([F:41])=[CH:37][C:36]=4[O:42][CH3:43])=[O:34])[C:11](=[O:12])[C:6]=3[CH:5]=2)[CH2:3][CH2:2]1. The catalyst class is: 13.